From a dataset of Full USPTO retrosynthesis dataset with 1.9M reactions from patents (1976-2016). Predict the reactants needed to synthesize the given product. (1) Given the product [ClH:19].[CH:1]1([C:4]2[N:8]=[C:7]([CH2:9][CH2:10][NH2:11])[O:6][N:5]=2)[CH2:3][CH2:2]1, predict the reactants needed to synthesize it. The reactants are: [CH:1]1([C:4]2[N:8]=[C:7]([CH2:9][CH2:10][NH:11]C(=O)OC(C)(C)C)[O:6][N:5]=2)[CH2:3][CH2:2]1.[ClH:19]. (2) Given the product [OH:1][CH:2]1[CH2:7][CH2:6][CH2:5][N:4]([C:15](=[O:17])[CH3:16])[CH2:3]1, predict the reactants needed to synthesize it. The reactants are: [OH:1][CH:2]1[CH2:7][CH2:6][CH2:5][NH:4][CH2:3]1.C(N(CC)CC)C.[C:15](OC(=O)C)(=[O:17])[CH3:16]. (3) Given the product [Br:16][CH2:17][CH2:18][CH2:19][CH2:20][CH2:21][CH2:22][CH2:23][CH2:24][CH2:25][CH2:26][CH2:27][C:28]1[CH:33]=[C:32]([O:34][CH3:35])[C:31]([CH:14]=[O:15])=[CH:30][C:29]=1[O:36][CH3:37], predict the reactants needed to synthesize it. The reactants are: P(Cl)(Cl)(Cl)=O.CN([CH:14]=[O:15])C1C=CC=CC=1.[Br:16][CH2:17][CH2:18][CH2:19][CH2:20][CH2:21][CH2:22][CH2:23][CH2:24][CH2:25][CH2:26][CH2:27][C:28]1[CH:33]=[C:32]([O:34][CH3:35])[CH:31]=[CH:30][C:29]=1[O:36][CH3:37]. (4) Given the product [CH3:22][NH:19][CH2:18][C:12]1([C:9]2[S:10][CH:11]=[C:7]([C:1]3[CH:2]=[CH:3][CH:4]=[CH:5][CH:6]=3)[N:8]=2)[CH2:13][CH2:14][O:15][CH2:16][CH2:17]1, predict the reactants needed to synthesize it. The reactants are: [C:1]1([C:7]2[N:8]=[C:9]([C:12]3([CH2:18][NH2:19])[CH2:17][CH2:16][O:15][CH2:14][CH2:13]3)[S:10][CH:11]=2)[CH:6]=[CH:5][CH:4]=[CH:3][CH:2]=1.C=O.[C:22](O[BH-](OC(=O)C)OC(=O)C)(=O)C.[Na+]. (5) Given the product [ClH:20].[Cl:20][C:21]1[CH:22]=[C:23]([N:28]2[CH2:33][CH2:32][N:31]([CH2:6][CH2:7][CH2:8][CH2:9][CH:10]3[C:18]4[C:13](=[CH:14][CH:15]=[CH:16][CH:17]=4)[NH:12][C:11]3=[O:19])[CH2:30][CH2:29]2)[CH:24]=[CH:25][C:26]=1[F:27], predict the reactants needed to synthesize it. The reactants are: S(O[CH2:6][CH2:7][CH2:8][CH2:9][CH:10]1[C:18]2[C:13](=[CH:14][CH:15]=[CH:16][CH:17]=2)[NH:12][C:11]1=[O:19])(C)(=O)=O.[Cl:20][C:21]1[CH:22]=[C:23]([N:28]2[CH2:33][CH2:32][NH:31][CH2:30][CH2:29]2)[CH:24]=[CH:25][C:26]=1[F:27]. (6) Given the product [CH:1]([C:3]1[C:11]2[C:6](=[N:7][CH:8]=[CH:9][C:10]=2[N:12]2[CH2:17][CH2:16][CH:15]([C:18]([N:23]([CH3:24])[CH3:22])=[O:20])[CH2:14][CH2:13]2)[N:5]([CH3:21])[CH:4]=1)=[O:2], predict the reactants needed to synthesize it. The reactants are: [CH:1]([C:3]1[C:11]2[C:6](=[N:7][CH:8]=[CH:9][C:10]=2[N:12]2[CH2:17][CH2:16][CH:15]([C:18]([OH:20])=O)[CH2:14][CH2:13]2)[N:5]([CH3:21])[CH:4]=1)=[O:2].[CH3:22][N:23]1CCOC[CH2:24]1.ClC(OCC(C)C)=O.CNC. (7) The reactants are: [C:1]1([NH:7][CH:8]2[CH2:13][CH2:12][NH:11][CH2:10][CH2:9]2)[CH:6]=[CH:5][CH:4]=[CH:3][CH:2]=1.I[C:15]1[CH:20]=[CH:19][CH:18]=[CH:17][CH:16]=1.C1C=CC(P(C2C([C:36]3C(P(C4C=CC=CC=4)C4C=CC=CC=4)=CC=[C:42]4[C:37]=3[CH:38]=CC=C4)=[C:42]3[C:37]([CH:38]=CC=C3)=[CH:36]C=2)C2C=CC=CC=2)=CC=1.CC([O-])(C)C.[K+].[C:73]([O:76]CC)(=[O:75])C. Given the product [C:37]([O:76][C:73]([N:11]1[CH2:12][CH2:13][CH:8]([N:7]([C:15]2[CH:20]=[CH:19][CH:18]=[CH:17][CH:16]=2)[C:1]2[CH:6]=[CH:5][CH:4]=[CH:3][CH:2]=2)[CH2:9][CH2:10]1)=[O:75])([CH3:42])([CH3:38])[CH3:36], predict the reactants needed to synthesize it.